Task: Predict which catalyst facilitates the given reaction.. Dataset: Catalyst prediction with 721,799 reactions and 888 catalyst types from USPTO (1) Reactant: [Br:1][C:2]1[CH:3]=[C:4]([N+:24]([O-:26])=[O:25])[C:5]([O:22]C)=[C:6]([CH:21]=1)[CH:7]=[C:8]1[CH2:13][CH2:12][N:11]([C:14]([O:16][C:17]([CH3:20])([CH3:19])[CH3:18])=[O:15])[CH2:10][CH2:9]1.[Cl-].[Li+]. Product: [Br:1][C:2]1[CH:3]=[C:4]([N+:24]([O-:26])=[O:25])[C:5]([OH:22])=[C:6]([CH:21]=1)[CH:7]=[C:8]1[CH2:9][CH2:10][N:11]([C:14]([O:16][C:17]([CH3:18])([CH3:19])[CH3:20])=[O:15])[CH2:12][CH2:13]1. The catalyst class is: 9. (2) Reactant: C(OC([N:8]1[CH2:12][C:11]([F:14])([F:13])[CH2:10][C@H:9]1[CH2:15][CH2:16][CH2:17][CH2:18][C:19]([OH:21])=[O:20])=O)(C)(C)C.[ClH:22]. Product: [ClH:22].[F:14][C:11]1([F:13])[CH2:12][NH:8][C@H:9]([CH2:15][CH2:16][CH2:17][CH2:18][C:19]([OH:21])=[O:20])[CH2:10]1. The catalyst class is: 25. (3) Reactant: [CH3:1][C:2]1[N:7]=[C:6]([CH:8]=[O:9])[CH:5]=[CH:4][CH:3]=1.CC1C=CC(S(O)(=O)=O)=[CH:15][CH:16]=1.[OH2:21]. Product: [O:9]1[CH2:16][CH2:15][O:21][CH:8]1[C:6]1[CH:5]=[CH:4][CH:3]=[C:2]([CH3:1])[N:7]=1. The catalyst class is: 196. (4) The catalyst class is: 118. Product: [Cl:15][C:13]1[CH:12]=[CH:11][N:10]=[C:9]2[N:8]([S:22]([C:16]3[CH:21]=[CH:20][CH:19]=[CH:18][CH:17]=3)(=[O:24])=[O:23])[CH:7]=[C:6]([C:3](=[O:5])[CH3:4])[C:14]=12. Reactant: [H-].[Na+].[C:3]([C:6]1[C:14]2[C:9](=[N:10][CH:11]=[CH:12][C:13]=2[Cl:15])[NH:8][CH:7]=1)(=[O:5])[CH3:4].[C:16]1([S:22](Cl)(=[O:24])=[O:23])[CH:21]=[CH:20][CH:19]=[CH:18][CH:17]=1.[Cl-].[NH4+]. (5) Reactant: [C:1]([O:5][C:6]([N:8]([C:20]([O:22][C:23]([CH3:26])([CH3:25])[CH3:24])=[O:21])[C:9]1[C:10]([C:16]([O:18][CH3:19])=[O:17])=[N:11][C:12](Br)=[CH:13][N:14]=1)=[O:7])([CH3:4])([CH3:3])[CH3:2].[F:27][C:28]([F:32])([F:31])[CH2:29][OH:30].C(=O)([O-])[O-].[Cs+].[Cs+].CS(C)=O. Product: [CH3:19][O:18][C:16]([C:10]1[C:9]([N:8]([C:20]([O:22][C:23]([CH3:26])([CH3:25])[CH3:24])=[O:21])[C:6]([O:5][C:1]([CH3:4])([CH3:3])[CH3:2])=[O:7])=[N:14][CH:13]=[C:12]([O:30][CH2:29][C:28]([F:32])([F:31])[F:27])[N:11]=1)=[O:17]. The catalyst class is: 13. (6) Reactant: [NH2:1][C:2]1[N:10]=[CH:9][CH:8]=[CH:7][C:3]=1[C:4]([OH:6])=[O:5].I[CH2:12][CH3:13].C(=O)([O-])[O-].[K+].[K+]. Product: [NH2:1][C:2]1[N:10]=[CH:9][CH:8]=[CH:7][C:3]=1[C:4]([O:6][CH2:12][CH3:13])=[O:5]. The catalyst class is: 21. (7) Reactant: [F:1][C:2]1[CH:32]=[C:31]([N+:33]([O-])=O)[CH:30]=[CH:29][C:3]=1[O:4][C:5]1[CH:6]=[C:7]2[C:11](=[CH:12][C:13]=1[C:14]([NH:16][CH:17]1[CH2:22][CH2:21][O:20][CH2:19][CH2:18]1)=[O:15])[N:10]([CH:23]1[CH2:28][CH2:27][CH2:26][CH2:25][O:24]1)[N:9]=[CH:8]2. Product: [NH2:33][C:31]1[CH:30]=[CH:29][C:3]([O:4][C:5]2[CH:6]=[C:7]3[C:11](=[CH:12][C:13]=2[C:14]([NH:16][CH:17]2[CH2:22][CH2:21][O:20][CH2:19][CH2:18]2)=[O:15])[N:10]([CH:23]2[CH2:28][CH2:27][CH2:26][CH2:25][O:24]2)[N:9]=[CH:8]3)=[C:2]([F:1])[CH:32]=1. The catalyst class is: 19. (8) The catalyst class is: 1. Reactant: [OH-].[Li+].O.C[O:5][C:6](=[O:27])[CH2:7][N:8]1[CH:12]=[C:11]([C:13]2[CH:18]=[CH:17][C:16]([F:19])=[C:15]([CH3:20])[CH:14]=2)[N:10]=[C:9]1[C:21]1[CH:26]=[CH:25][CH:24]=[CH:23][CH:22]=1. Product: [F:19][C:16]1[CH:17]=[CH:18][C:13]([C:11]2[N:10]=[C:9]([C:21]3[CH:22]=[CH:23][CH:24]=[CH:25][CH:26]=3)[N:8]([CH2:7][C:6]([OH:27])=[O:5])[CH:12]=2)=[CH:14][C:15]=1[CH3:20]. (9) Reactant: [C:1]([N:4]1[C:13]2[C:8](=[CH:9][C:10]([N:16]3[CH2:21][CH2:20][O:19][CH2:18][CH2:17]3)=[N:11][C:12]=2[O:14][CH3:15])[C@H:7]([NH:22]C(=O)OCC2C=CC=CC=2)[C@@H:6]([CH3:33])[C@@H:5]1[CH:34]1[CH2:36][CH2:35]1)(=[O:3])[CH3:2]. Product: [NH2:22][C@H:7]1[C:8]2[C:13](=[C:12]([O:14][CH3:15])[N:11]=[C:10]([N:16]3[CH2:17][CH2:18][O:19][CH2:20][CH2:21]3)[CH:9]=2)[N:4]([C:1](=[O:3])[CH3:2])[C@@H:5]([CH:34]2[CH2:36][CH2:35]2)[C@@H:6]1[CH3:33]. The catalyst class is: 29.